This data is from Reaction yield outcomes from USPTO patents with 853,638 reactions. The task is: Predict the reaction yield, written as a fraction of the theoretical maximum amount of product (1.0 means a 100% yield; for example, 0.34 means a 34% yield). (1) The reactants are [Br:1]N1C(=O)CCC1=O.C1(P(C2C=CC=CC=2)C2C=CC=CC=2)C=CC=CC=1.[F:28][C:29]1[CH:34]=[CH:33][C:32]([CH2:35][O:36][CH2:37][CH2:38]O)=[CH:31][CH:30]=1. The catalyst is C(Cl)Cl.[Al]. The product is [Br:1][CH2:38][CH2:37][O:36][CH2:35][C:32]1[CH:33]=[CH:34][C:29]([F:28])=[CH:30][CH:31]=1. The yield is 0.480. (2) The reactants are [O:1]=[C:2]([N:7]1[CH2:12][CH2:11][CH2:10][CH2:9][C@H:8]1[C:13]([O:15][CH2:16][CH3:17])=[O:14])[C:3](=[O:6])OC.[CH3:18][C:19]([Mg]Cl)([CH3:22])[CH2:20][CH3:21].[NH4+].[Cl-]. The catalyst is C1COCC1. The product is [O:1]=[C:2]([N:7]1[CH2:12][CH2:11][CH2:10][CH2:9][C@H:8]1[C:13]([O:15][CH2:16][CH3:17])=[O:14])[C:3](=[O:6])[C:19]([CH3:22])([CH3:18])[CH2:20][CH3:21]. The yield is 0.750. (3) The reactants are [CH3:1][N:2]([CH:10]1[CH2:15][CH2:14][N:13]([C:16]2[CH:17]=[CH:18][C:19]3[N:20]([C:22]([C:25]([F:28])([F:27])[F:26])=[N:23][N:24]=3)[N:21]=2)[CH2:12][CH2:11]1)C(=O)OC(C)(C)C. The catalyst is C(O)(C(F)(F)F)=O.C(Cl)Cl. The product is [CH3:1][NH:2][CH:10]1[CH2:15][CH2:14][N:13]([C:16]2[CH:17]=[CH:18][C:19]3[N:20]([C:22]([C:25]([F:28])([F:26])[F:27])=[N:23][N:24]=3)[N:21]=2)[CH2:12][CH2:11]1. The yield is 0.970. (4) The reactants are [CH3:1][O:2][C:3]([C:5]1[CH:6]=[N:7][C:8](SC)=[N:9][CH:10]=1)=[O:4].[CH:13]1C=C(Cl)C=C(C(OO)=O)C=1.[O-:24][S:25]([O-:28])(=S)=O.[Na+].[Na+]. The catalyst is C(Cl)Cl.O. The product is [CH3:1][O:2][C:3]([C:5]1[CH:10]=[N:9][C:8]([S:25]([CH3:13])(=[O:28])=[O:24])=[N:7][CH:6]=1)=[O:4]. The yield is 0.900. (5) The catalyst is C1COCC1. The product is [CH3:1][O:2][C:3]1[CH:4]=[C:5]([N:23]2[CH2:27][CH2:26][C:25]([CH3:42])([O:28][C:29]3[CH:34]=[CH:33][C:32]([O:35][C:36]([F:38])([F:37])[F:39])=[CH:31][CH:30]=3)[C:24]2=[O:40])[CH:6]=[CH:7][C:8]=1[O:9][CH2:10][C:11]([CH3:22])([O:13][CH2:14][O:15][CH2:16][CH2:17][Si:18]([CH3:21])([CH3:20])[CH3:19])[CH3:12]. The reactants are [CH3:1][O:2][C:3]1[CH:4]=[C:5]([N:23]2[CH2:27][CH2:26][CH:25]([O:28][C:29]3[CH:34]=[CH:33][C:32]([O:35][C:36]([F:39])([F:38])[F:37])=[CH:31][CH:30]=3)[C:24]2=[O:40])[CH:6]=[CH:7][C:8]=1[O:9][CH2:10][C:11]([CH3:22])([O:13][CH2:14][O:15][CH2:16][CH2:17][Si:18]([CH3:21])([CH3:20])[CH3:19])[CH3:12].[Li+].[CH3:42][Si]([N-][Si](C)(C)C)(C)C.IC. The yield is 0.760. (6) The reactants are Br[C:2]1[C:7](=[O:8])[N:6]([CH2:9][C:10]2[CH:15]=[CH:14][C:13]([C:16]3[C:17]([C:22]#[N:23])=[CH:18][CH:19]=[CH:20][CH:21]=3)=[CH:12][CH:11]=2)[C:5]([CH2:24][CH2:25][CH3:26])=[N:4][C:3]=1[CH3:27].[CH3:28][C:29]1([CH3:41])[CH2:33][C:32]2[CH:34]=[C:35](B(O)O)[CH:36]=[CH:37][C:31]=2[O:30]1.C(=O)([O-])[O-].[Cs+].[Cs+]. The catalyst is O1CCOCC1.C(OCC)(=O)C.C1C=CC(P(C2C=CC=CC=2)[C-]2C=CC=C2)=CC=1.C1C=CC(P(C2C=CC=CC=2)[C-]2C=CC=C2)=CC=1.Cl[Pd]Cl.[Fe+2]. The product is [CH3:28][C:29]1([CH3:41])[CH2:33][C:32]2[CH:34]=[C:35]([C:2]3[C:7](=[O:8])[N:6]([CH2:9][C:10]4[CH:15]=[CH:14][C:13]([C:16]5[C:17]([C:22]#[N:23])=[CH:18][CH:19]=[CH:20][CH:21]=5)=[CH:12][CH:11]=4)[C:5]([CH2:24][CH2:25][CH3:26])=[N:4][C:3]=3[CH3:27])[CH:36]=[CH:37][C:31]=2[O:30]1. The yield is 0.890. (7) The reactants are [F:1][C:2]1[CH:7]=[CH:6][C:5]([C:8]2[O:9][C:10]3[CH:20]=[CH:19][C:18]([C:21]4[CH:22]=[C:23]([CH:27]=[CH:28][CH:29]=4)[C:24](O)=[O:25])=[CH:17][C:11]=3[C:12]=2[C:13](=[O:16])[NH:14][CH3:15])=[CH:4][CH:3]=1.CCN=C=NCCCN(C)C.Cl.[CH3:42][S:43]([NH2:46])(=[O:45])=[O:44]. The catalyst is CN(C1C=CN=CC=1)C.CN(C=O)C. The product is [F:1][C:2]1[CH:7]=[CH:6][C:5]([C:8]2[O:9][C:10]3[CH:20]=[CH:19][C:18]([C:21]4[CH:29]=[CH:28][CH:27]=[C:23]([C:24](=[O:25])[NH:46][S:43]([CH3:42])(=[O:45])=[O:44])[CH:22]=4)=[CH:17][C:11]=3[C:12]=2[C:13]([NH:14][CH3:15])=[O:16])=[CH:4][CH:3]=1. The yield is 0.720.